This data is from Forward reaction prediction with 1.9M reactions from USPTO patents (1976-2016). The task is: Predict the product of the given reaction. (1) Given the reactants CO[C:3]1[CH:7]=[CH:6][S:5][C:4]=1OC.[Br:10][CH2:11][CH:12]([OH:15])[CH2:13][OH:14].C1(C)C=CC(S(O)(=O)=O)=CC=1, predict the reaction product. The product is: [Br:10][CH2:11][CH:12]1[O:15][C:3]2=[CH:4][S:5][CH:6]=[C:7]2[O:14][CH2:13]1. (2) Given the reactants [OH:1][C:2]1[CH:7]=[CH:6][CH:5]=[CH:4][C:3]=1[CH2:8][NH:9][C:10](=[O:12])[OH:11].[CH3:13][N:14]([CH3:19])[CH2:15][CH2:16][CH2:17]O, predict the reaction product. The product is: [C:3]1([CH2:8][O:12][C:10](=[O:11])[NH:9][CH2:8][C:3]2[CH:4]=[CH:5][CH:6]=[CH:7][C:2]=2[O:1][CH2:17][CH2:16][CH2:15][N:14]([CH3:19])[CH3:13])[CH:4]=[CH:5][CH:6]=[CH:7][CH:2]=1. (3) The product is: [CH2:1]([O:3][C:4]([C:6]1[N:7]([CH2:27][C:26]2[CH:29]=[CH:30][C:23]([N+:20]([O-:22])=[O:21])=[CH:24][CH:25]=2)[C:8]2[C:13]([C:14]=1[C:15]1[S:16][CH:17]=[CH:18][CH:19]=1)=[CH:12][CH:11]=[CH:10][CH:9]=2)=[O:5])[CH3:2]. Given the reactants [CH2:1]([O:3][C:4]([C:6]1[NH:7][C:8]2[C:13]([C:14]=1[C:15]1[S:16][CH:17]=[CH:18][CH:19]=1)=[CH:12][CH:11]=[CH:10][CH:9]=2)=[O:5])[CH3:2].[N+:20]([C:23]1[CH:30]=[CH:29][C:26]([CH2:27]Br)=[CH:25][CH:24]=1)([O-:22])=[O:21], predict the reaction product. (4) Given the reactants [CH3:1][O:2][CH2:3][C:4]([S:10]([CH3:13])(=[O:12])=[O:11])([CH2:7][CH:8]=[CH2:9])[C:5]#[N:6].C([Li])CCC.CCCCCCC.[F:26][C:27]1[CH:32]=[CH:31][C:30]([N+:33]([O-:35])=[O:34])=[CH:29][C:28]=1/[C:36](=[N:38]/[S@@:39]([C:41]([CH3:44])([CH3:43])[CH3:42])=[O:40])/[CH3:37].C[Al](C)C, predict the reaction product. The product is: [C:5]([C@@:4]([S:10]([CH2:13][C@:36]([NH:38][S@@:39]([C:41]([CH3:42])([CH3:44])[CH3:43])=[O:40])([C:28]1[CH:29]=[C:30]([N+:33]([O-:35])=[O:34])[CH:31]=[CH:32][C:27]=1[F:26])[CH3:37])(=[O:12])=[O:11])([CH2:7][CH:8]=[CH2:9])[CH2:3][O:2][CH3:1])#[N:6]. (5) Given the reactants CN1CCC(N[C:9]2[CH:14]=[C:13]([C:15]([F:18])([F:17])F)[CH:12]=[C:11]([NH2:19])[CH:10]=2)CC1.N1C=CC=C[CH:21]=1.Cl[C:27]([O:29][C:30]1[CH:35]=[CH:34][CH:33]=[CH:32][CH:31]=1)=[O:28].Cl, predict the reaction product. The product is: [F:18][C:15]([C:13]1[CH:12]=[C:11]([NH:19][C:27](=[O:28])[O:29][C:30]2[CH:35]=[CH:34][CH:33]=[CH:32][CH:31]=2)[CH:10]=[CH:9][CH:14]=1)([F:17])[CH3:21]. (6) Given the reactants Cl[C:2]1[CH:7]=[C:6]([N:8]2[C:12]([CH3:13])=[N:11][C:10]([CH3:14])=[N:9]2)[N:5]=[C:4]([CH3:15])[N:3]=1.[NH:16]1[CH2:19][CH:18]([C:20]2[N:24]([CH3:25])[C:23]3[CH:26]=[CH:27][CH:28]=[CH:29][C:22]=3[N:21]=2)[CH2:17]1.C([O-])([O-])=O.[Cs+].[Cs+], predict the reaction product. The product is: [CH3:14][C:10]1[N:11]=[C:12]([CH3:13])[N:8]([C:6]2[N:5]=[C:4]([CH3:15])[N:3]=[C:2]([N:16]3[CH2:19][CH:18]([C:20]4[N:24]([CH3:25])[C:23]5[CH:26]=[CH:27][CH:28]=[CH:29][C:22]=5[N:21]=4)[CH2:17]3)[CH:7]=2)[N:9]=1. (7) Given the reactants CCN(C(C)C)C(C)C.[C:10]1([N:16]2[CH:20]=[C:19]([C:21]([NH:23][CH2:24][C:25]([OH:27])=O)=[O:22])[N:18]=[CH:17]2)[CH:15]=[CH:14][CH:13]=[CH:12][CH:11]=1.C1(N2C=C(C(O)=O)N=C2)C=CC=CC=1.C1C=CC2N(O)N=NC=2C=1.CCN=C=NCCCN(C)C.Cl.[F:64][C:65]1[CH:77]=[CH:76][C:68]([O:69][CH:70]2[CH2:75][CH2:74][NH:73][CH2:72][CH2:71]2)=[CH:67][C:66]=1[C:78]([F:81])([F:80])[F:79].Cl.ClC1C=CC=CC=1OC1CCNCC1, predict the reaction product. The product is: [F:64][C:65]1[CH:77]=[CH:76][C:68]([O:69][CH:70]2[CH2:75][CH2:74][N:73]([C:25](=[O:27])[CH2:24][NH:23][C:21]([C:19]3[N:18]=[CH:17][N:16]([C:10]4[CH:11]=[CH:12][CH:13]=[CH:14][CH:15]=4)[CH:20]=3)=[O:22])[CH2:72][CH2:71]2)=[CH:67][C:66]=1[C:78]([F:81])([F:79])[F:80].